Dataset: Catalyst prediction with 721,799 reactions and 888 catalyst types from USPTO. Task: Predict which catalyst facilitates the given reaction. (1) Reactant: [C:1]([NH:4][C:5]1([CH2:10][C:11]([OH:13])=[O:12])[CH2:9][CH2:8][CH2:7][CH2:6]1)(=[O:3])[CH3:2].N[C@H:15](C1C=CC=CC=1)[CH2:16]C(O)=O.CC#N.O.CC#N. Product: [C:1]([NH:4][C@H:5]([C:9]1[CH:8]=[CH:7][CH:6]=[CH:16][CH:15]=1)[CH2:10][C:11]([OH:13])=[O:12])(=[O:3])[CH3:2]. The catalyst class is: 6. (2) Reactant: N1C=CN=C1.[Si:6](Cl)([C:9]([CH3:12])([CH3:11])[CH3:10])([CH3:8])[CH3:7].[Br:14][CH2:15][CH2:16][CH2:17][CH2:18][CH2:19][CH2:20][OH:21]. Product: [Br:14][CH2:15][CH2:16][CH2:17][CH2:18][CH2:19][CH2:20][O:21][Si:6]([C:9]([CH3:12])([CH3:11])[CH3:10])([CH3:8])[CH3:7]. The catalyst class is: 2. (3) Reactant: CS(Cl)(=O)=O.[CH3:6][C:7]1[CH:8]=[C:9]([NH:13][C:14]2[S:15][C:16]([CH2:25]O)=[C:17]([C:19]3[CH:24]=[CH:23][N:22]=[CH:21][CH:20]=3)[N:18]=2)[CH:10]=[CH:11][CH:12]=1.CCN(C(C)C)C(C)C.[NH:36]1[CH2:41][CH2:40][O:39][CH2:38][CH2:37]1. Product: [CH3:6][C:7]1[CH:8]=[C:9]([NH:13][C:14]2[S:15][C:16]([CH2:25][N:36]3[CH2:41][CH2:40][O:39][CH2:38][CH2:37]3)=[C:17]([C:19]3[CH:20]=[CH:21][N:22]=[CH:23][CH:24]=3)[N:18]=2)[CH:10]=[CH:11][CH:12]=1. The catalyst class is: 2. (4) Reactant: C(OC([N:8]1[CH:12]=[C:11]([C:13]2[CH:14]=[C:15]3[C:20](=[CH:21][CH:22]=2)[N:19]=[C:18]([NH:23][CH2:24][C:25]2[CH:30]=[CH:29][CH:28]=[CH:27][CH:26]=2)[CH:17]=[N:16]3)[CH:10]=[N:9]1)=O)(C)(C)C.Cl. Product: [CH2:24]([NH:23][C:18]1[CH:17]=[N:16][C:15]2[C:20](=[CH:21][CH:22]=[C:13]([C:11]3[CH:10]=[N:9][NH:8][CH:12]=3)[CH:14]=2)[N:19]=1)[C:25]1[CH:30]=[CH:29][CH:28]=[CH:27][CH:26]=1. The catalyst class is: 12. (5) Reactant: Cl.Cl.[Cl:3][C:4]1[C:14]2[CH2:13][CH2:12][NH:11][CH2:10][CH2:9][C:8]=2[N:7]=[CH:6][N:5]=1.Cl[CH2:16][C:17]([N:19]1[CH2:24][CH2:23][N:22]([CH:25]2[CH2:28][CH2:27][CH2:26]2)[CH2:21][CH2:20]1)=[O:18].C([O-])([O-])=O.[K+].[K+].[Na+].[I-]. Product: [CH:25]1([N:22]2[CH2:23][CH2:24][N:19]([C:17](=[O:18])[CH2:16][N:11]3[CH2:12][CH2:13][C:14]4[C:4]([Cl:3])=[N:5][CH:6]=[N:7][C:8]=4[CH2:9][CH2:10]3)[CH2:20][CH2:21]2)[CH2:28][CH2:27][CH2:26]1. The catalyst class is: 10. (6) Reactant: [F:1][C:2]1[CH:7]=[CH:6][C:5]([C:8]2[CH:13]=[CH:12][C:11]([C@@H:14]([N:16]3[CH2:21][CH2:20][C@:19]([CH2:28][CH2:29][C:30](O)=[O:31])([C:22]4[CH:27]=[CH:26][CH:25]=[CH:24][CH:23]=4)[O:18][C:17]3=[O:33])[CH3:15])=[CH:10][CH:9]=2)=[CH:4][CH:3]=1.C1C=CC2N(O)N=[N:40]C=2C=1.CCN=C=NCCCN(C)C.Cl.CCN(C(C)C)C(C)C. Product: [F:1][C:2]1[CH:7]=[CH:6][C:5]([C:8]2[CH:13]=[CH:12][C:11]([C@@H:14]([N:16]3[CH2:21][CH2:20][C@:19]([CH2:28][CH2:29][C:30]([NH2:40])=[O:31])([C:22]4[CH:27]=[CH:26][CH:25]=[CH:24][CH:23]=4)[O:18][C:17]3=[O:33])[CH3:15])=[CH:10][CH:9]=2)=[CH:4][CH:3]=1. The catalyst class is: 2.